From a dataset of Reaction yield outcomes from USPTO patents with 853,638 reactions. Predict the reaction yield, written as a fraction of the theoretical maximum amount of product (1.0 means a 100% yield; for example, 0.34 means a 34% yield). The reactants are [N:1]1([C:7]([C:9]2[S:10][CH:11]=[CH:12][CH:13]=2)=[O:8])[CH2:6][CH2:5][NH:4][CH2:3][CH2:2]1.Cl[C:15]1[C:24]2[C:19](=[CH:20][CH:21]=[CH:22][CH:23]=2)[N:18]([CH3:25])[C:17](=[O:26])[C:16]=1[C:27]#[N:28]. The catalyst is C1(C)C=CC=CC=1. The product is [CH3:25][N:18]1[C:19]2[C:24](=[CH:23][CH:22]=[CH:21][CH:20]=2)[C:15]([N:4]2[CH2:5][CH2:6][N:1]([C:7]([C:9]3[S:10][CH:11]=[CH:12][CH:13]=3)=[O:8])[CH2:2][CH2:3]2)=[C:16]([C:27]#[N:28])[C:17]1=[O:26]. The yield is 0.980.